Regression. Given two drug SMILES strings and cell line genomic features, predict the synergy score measuring deviation from expected non-interaction effect. From a dataset of NCI-60 drug combinations with 297,098 pairs across 59 cell lines. Drug 1: CC1C(C(CC(O1)OC2CC(CC3=C2C(=C4C(=C3O)C(=O)C5=C(C4=O)C(=CC=C5)OC)O)(C(=O)C)O)N)O.Cl. Drug 2: C1=CN(C=N1)CC(O)(P(=O)(O)O)P(=O)(O)O. Cell line: COLO 205. Synergy scores: CSS=7.43, Synergy_ZIP=-11.7, Synergy_Bliss=-15.9, Synergy_Loewe=-64.6, Synergy_HSA=-17.9.